The task is: Predict the reaction yield, written as a fraction of the theoretical maximum amount of product (1.0 means a 100% yield; for example, 0.34 means a 34% yield).. This data is from Reaction yield outcomes from USPTO patents with 853,638 reactions. The reactants are [CH3:1][O:2][C:3]1[CH:8]=[CH:7][C:6]([N+:9]([O-:11])=[O:10])=[CH:5][C:4]=1[OH:12].Cl.Cl[CH2:15][CH2:16][N:17]([CH3:19])[CH3:18].[H-].[Na+].N#N. The catalyst is CN(C)C=O. The product is [CH3:1][O:2][C:3]1[CH:8]=[CH:7][C:6]([N+:9]([O-:11])=[O:10])=[CH:5][C:4]=1[O:12][CH2:15][CH2:16][N:17]([CH3:19])[CH3:18]. The yield is 0.650.